This data is from Peptide-MHC class II binding affinity with 134,281 pairs from IEDB. The task is: Regression. Given a peptide amino acid sequence and an MHC pseudo amino acid sequence, predict their binding affinity value. This is MHC class II binding data. (1) The peptide sequence is AAGAQLLWQLPLLSI. The MHC is HLA-DQA10102-DQB10602 with pseudo-sequence HLA-DQA10102-DQB10602. The binding affinity (normalized) is 0.550. (2) The peptide sequence is SGDVIVKAIGALEDI. The MHC is DRB5_0101 with pseudo-sequence DRB5_0101. The binding affinity (normalized) is 0.628. (3) The peptide sequence is DKLTGPFTVRYTTEG. The MHC is HLA-DPA10201-DPB11401 with pseudo-sequence HLA-DPA10201-DPB11401. The binding affinity (normalized) is 0.125. (4) The peptide sequence is YFPPPAAKEDFLGCL. The MHC is HLA-DQA10102-DQB10602 with pseudo-sequence HLA-DQA10102-DQB10602. The binding affinity (normalized) is 0.102. (5) The peptide sequence is GELQIVDGIDAAFKI. The MHC is DRB1_1101 with pseudo-sequence DRB1_1101. The binding affinity (normalized) is 0.451. (6) The peptide sequence is AFKVAATEANAAPAN. The MHC is HLA-DPA10103-DPB10301 with pseudo-sequence HLA-DPA10103-DPB10301. The binding affinity (normalized) is 0.474. (7) The peptide sequence is NAKKFLSKDGCTSAK. The MHC is DRB1_0101 with pseudo-sequence DRB1_0101. The binding affinity (normalized) is 0.691. (8) The peptide sequence is RGTHPFSRIRDGLQY. The MHC is HLA-DQA10201-DQB10402 with pseudo-sequence HLA-DQA10201-DQB10402. The binding affinity (normalized) is 0.367.